This data is from Full USPTO retrosynthesis dataset with 1.9M reactions from patents (1976-2016). The task is: Predict the reactants needed to synthesize the given product. (1) The reactants are: [CH3:1][C:2]1[C:7]([CH2:8][C:9]2[CH:14]=[CH:13][CH:12]=[C:11]([C:15]([F:18])([F:17])[F:16])[CH:10]=2)=[C:6]([CH3:19])[N:5]2[N:20]=[CH:21][C:22]([C:23]([OH:25])=O)=[C:4]2[N:3]=1.[CH3:26][N:27]1[CH:31]=[C:30]([CH2:32][CH2:33][NH2:34])[N:29]=[CH:28]1. Given the product [CH3:1][C:2]1[C:7]([CH2:8][C:9]2[CH:14]=[CH:13][CH:12]=[C:11]([C:15]([F:16])([F:17])[F:18])[CH:10]=2)=[C:6]([CH3:19])[N:5]2[N:20]=[CH:21][C:22]([C:23]([NH:34][CH2:33][CH2:32][C:30]3[N:29]=[CH:28][N:27]([CH3:26])[CH:31]=3)=[O:25])=[C:4]2[N:3]=1, predict the reactants needed to synthesize it. (2) Given the product [CH:25]1([S:28]([C:31]2[CH:32]=[CH:33][C:34](/[C:37](=[CH:41]\[CH:42]3[CH2:43][CH2:44][O:45][CH2:46][CH2:47]3)/[C:38]([NH:48][C:49]3[CH:54]=[CH:53][C:52]([F:55])=[CH:51][N:50]=3)=[O:39])=[CH:35][CH:36]=2)(=[O:29])=[O:30])[CH2:27][CH2:26]1, predict the reactants needed to synthesize it. The reactants are: CN(C(F)=[N+](C)C)C.F[P-](F)(F)(F)(F)F.CCN(C(C)C)C(C)C.[CH:25]1([S:28]([C:31]2[CH:36]=[CH:35][C:34](/[C:37](=[CH:41]\[CH:42]3[CH2:47][CH2:46][O:45][CH2:44][CH2:43]3)/[C:38](O)=[O:39])=[CH:33][CH:32]=2)(=[O:30])=[O:29])[CH2:27][CH2:26]1.[NH2:48][C:49]1[CH:54]=[CH:53][C:52]([F:55])=[CH:51][N:50]=1. (3) Given the product [Cl:29][C:10]1[CH:11]=[C:12]([C:16]([N:18]2[C:27]3[C:22](=[CH:23][CH:24]=[CH:25][CH:26]=3)[N:21]([CH3:28])[CH2:20][CH2:19]2)=[O:17])[CH:13]=[C:14]([Cl:15])[C:9]=1[OH:8], predict the reactants needed to synthesize it. The reactants are: C([O:8][C:9]1[C:14]([Cl:15])=[CH:13][C:12]([C:16]([N:18]2[C:27]3[C:22](=[CH:23][CH:24]=[CH:25][CH:26]=3)[N:21]([CH3:28])[CH2:20][CH2:19]2)=[O:17])=[CH:11][C:10]=1[Cl:29])C1C=CC=CC=1.